From a dataset of Retrosynthesis with 50K atom-mapped reactions and 10 reaction types from USPTO. Predict the reactants needed to synthesize the given product. (1) Given the product OCCCc1oc(Cl)nc1-c1ccc(Cl)cc1, predict the reactants needed to synthesize it. The reactants are: CCOC(=O)CCc1oc(Cl)nc1-c1ccc(Cl)cc1. (2) Given the product C#CCn1c(=O)n(C(C)C)c2ccc(-c3ncc(C(F)(F)F)cc3Cl)cc21, predict the reactants needed to synthesize it. The reactants are: C#CCBr.CC(C)n1c(=O)n(C)c2cc(-c3ncc(C(F)(F)F)cc3Cl)ccc21.